Dataset: Full USPTO retrosynthesis dataset with 1.9M reactions from patents (1976-2016). Task: Predict the reactants needed to synthesize the given product. (1) Given the product [CH3:1][O:2][C:3]1[CH:4]=[C:5]([CH:6]=[CH:13][C:14]([C:16]2[CH:17]=[CH:18][C:19]([N+:22]([O-:24])=[O:23])=[CH:20][CH:21]=2)=[O:15])[CH:8]=[C:9]([O:11][CH3:12])[CH:10]=1, predict the reactants needed to synthesize it. The reactants are: [CH3:1][O:2][C:3]1[CH:4]=[C:5]([CH:8]=[C:9]([O:11][CH3:12])[CH:10]=1)[CH:6]=O.[CH3:13][C:14]([C:16]1[CH:21]=[CH:20][C:19]([N+:22]([O-:24])=[O:23])=[CH:18][CH:17]=1)=[O:15]. (2) The reactants are: [Br:1][C:2]1[CH:3]=[C:4]([CH:8]=[CH:9][CH:10]=1)[CH2:5][CH2:6][NH2:7].[Cl:11][C:12]1[CH:20]=[CH:19][CH:18]=[CH:17][C:13]=1[C:14](Cl)=[O:15].O. Given the product [Br:1][C:2]1[CH:3]=[C:4]([CH2:5][CH2:6][NH:7][C:14](=[O:15])[C:13]2[CH:17]=[CH:18][CH:19]=[CH:20][C:12]=2[Cl:11])[CH:8]=[CH:9][CH:10]=1, predict the reactants needed to synthesize it. (3) Given the product [CH2:43]([C@@H:31]([N:29]([CH3:30])[C:28](=[O:50])[C@H:16]([NH:14][CH3:13])[CH2:17][C:18]1[CH:27]=[CH:26][C:25]2[C:20](=[CH:21][CH:22]=[CH:23][CH:24]=2)[CH:19]=1)[C:32]([N:34]1[CH2:38][CH2:37][CH2:36][C@H:35]1[CH2:39][N:40]([CH3:41])[CH3:42])=[O:33])[C:44]1[CH:49]=[CH:48][CH:47]=[CH:46][CH:45]=1, predict the reactants needed to synthesize it. The reactants are: FC(F)(F)C(O)=O.C(O[C:13](=O)[N:14]([C@@H:16]([C:28](=[O:50])[N:29]([C@H:31]([CH2:43][C:44]1[CH:49]=[CH:48][CH:47]=[CH:46][CH:45]=1)[C:32]([N:34]1[CH2:38][CH2:37][CH2:36][C@H:35]1[CH2:39][N:40]([CH3:42])[CH3:41])=[O:33])[CH3:30])[CH2:17][C:18]1[CH:27]=[CH:26][C:25]2[C:20](=[CH:21][CH:22]=[CH:23][CH:24]=2)[CH:19]=1)C)(C)(C)C. (4) Given the product [CH2:12]([O:11][CH:4]([O:3][CH2:1][CH3:2])[CH2:5][C:6]([OH:8])=[O:7])[CH3:13], predict the reactants needed to synthesize it. The reactants are: [CH2:1]([O:3][CH:4]([O:11][CH2:12][CH3:13])[CH2:5][C:6]([O:8]CC)=[O:7])[CH3:2].[OH-].[Na+].ClCCl. (5) Given the product [S:39]1[CH:40]=[C:36]([CH2:35][N:25]([C@@H:26]([CH3:34])[CH:27]([O:28][CH2:29][CH3:30])[O:31][CH2:32][CH3:33])[C:23](=[O:24])[C@@H:22]([NH:21][C:17](=[O:19])[CH2:16][O:15][NH:14][C:13]([NH:12][CH2:11][C:1]2[C:10]3[C:5](=[CH:6][CH:7]=[CH:8][CH:9]=3)[CH:4]=[CH:3][CH:2]=2)=[O:20])[CH2:45][C:46](=[O:47])[NH:48][C:49]([C:50]2[CH:51]=[CH:52][CH:53]=[CH:54][CH:55]=2)([C:62]2[CH:67]=[CH:66][CH:65]=[CH:64][CH:63]=2)[C:56]2[CH:57]=[CH:58][CH:59]=[CH:60][CH:61]=2)[C:37]2[CH:44]=[CH:43][CH:42]=[CH:41][C:38]1=2, predict the reactants needed to synthesize it. The reactants are: [C:1]1([CH2:11][NH:12][C:13](=[O:20])[NH:14][O:15][CH2:16][C:17]([OH:19])=O)[C:10]2[C:5](=[CH:6][CH:7]=[CH:8][CH:9]=2)[CH:4]=[CH:3][CH:2]=1.[NH2:21][C@@H:22]([CH2:45][C:46]([NH:48][C:49]([C:62]1[CH:67]=[CH:66][CH:65]=[CH:64][CH:63]=1)([C:56]1[CH:61]=[CH:60][CH:59]=[CH:58][CH:57]=1)[C:50]1[CH:55]=[CH:54][CH:53]=[CH:52][CH:51]=1)=[O:47])[C:23]([N:25]([CH2:35][C:36]1[C:37]2[CH:44]=[CH:43][CH:42]=[CH:41][C:38]=2[S:39][CH:40]=1)[C@@H:26]([CH3:34])[CH:27]([O:31][CH2:32][CH3:33])[O:28][CH2:29][CH3:30])=[O:24]. (6) The reactants are: [CH3:1][O:2][C:3](=[O:29])[CH2:4][CH2:5][CH:6]([NH:14][C:15]([C:17]1[CH:22]=[CH:21][C:20]([C:23]2[CH:28]=[CH:27][CH:26]=[CH:25][CH:24]=2)=[CH:19][CH:18]=1)=[O:16])[C:7]([O:9]C(C)(C)C)=[O:8].C(O)(C(F)(F)F)=O. Given the product [CH3:1][O:2][C:3](=[O:29])[CH2:4][CH2:5][CH:6]([NH:14][C:15]([C:17]1[CH:18]=[CH:19][C:20]([C:23]2[CH:24]=[CH:25][CH:26]=[CH:27][CH:28]=2)=[CH:21][CH:22]=1)=[O:16])[C:7]([OH:9])=[O:8], predict the reactants needed to synthesize it. (7) The reactants are: P(Cl)(Cl)(Cl)=O.[Cl:6][C:7]1[CH:12]=[CH:11][C:10]([C:13]2[C:14](=O)[NH:15][C:16]3[CH:17]=[C:18]4[O:25][C:24]([F:27])([F:26])[O:23][C:19]4=[CH:20][C:21]=3[N:22]=2)=[CH:9][CH:8]=1.[ClH:29].C(N(CC)CC)C. Given the product [Cl:29][C:14]1[C:13]([C:10]2[CH:11]=[CH:12][C:7]([Cl:6])=[CH:8][CH:9]=2)=[N:22][C:21]2[CH:20]=[C:19]3[O:23][C:24]([F:27])([F:26])[O:25][C:18]3=[CH:17][C:16]=2[N:15]=1, predict the reactants needed to synthesize it. (8) Given the product [NH2:31][C:11]1[C:10]2[C:15](=[N:16][C:17]([C:18]3[CH:23]=[CH:22][C:21]([Cl:24])=[CH:20][C:19]=3[Cl:25])=[C:8]([C:5]3[CH:4]=[CH:3][C:2]([Cl:1])=[CH:7][CH:6]=3)[CH:9]=2)[N:14]([CH3:13])[C:47](=[O:48])[C:12]=1[CH:28]([O:30][CH3:35])[CH3:29], predict the reactants needed to synthesize it. The reactants are: [Cl:1][C:2]1[CH:7]=[CH:6][C:5]([C:8]2[CH:9]=[C:10]3[C:15](=[N:16][C:17]=2[C:18]2[CH:23]=[CH:22][C:21]([Cl:24])=[CH:20][C:19]=2[Cl:25])[N:14](C)[C:13](=O)[C:12]([CH:28]([OH:30])[CH3:29])=[C:11]3[NH:31]C(=O)C)=[CH:4][CH:3]=1.[CH3:35]S(Cl)(=O)=O.C(N(CC)CC)C.[CH3:47][OH:48]. (9) Given the product [Cl:25][C:26]1[CH:27]=[CH:28][C:29]2[N:30]([C:32]([CH2:41][C:46]3[O:45][C:44]([CH3:43])=[N:48][N:47]=3)=[C:33]([C:35]3[CH:36]=[CH:37][CH:38]=[CH:39][CH:40]=3)[N:34]=2)[CH:31]=1, predict the reactants needed to synthesize it. The reactants are: FC1C=CC2N(C(CC3N(C)C=CN=3)=C(C3C=CC(F)=CC=3)N=2)C=1.[Cl:25][C:26]1[CH:27]=[CH:28][C:29]2[N:30]([C:32]([CH:41]=O)=[C:33]([C:35]3[CH:40]=[CH:39][CH:38]=[CH:37][CH:36]=3)[N:34]=2)[CH:31]=1.[CH3:43][C:44]1[O:45][CH:46]=[N:47][N:48]=1.